Predict the reaction yield, written as a fraction of the theoretical maximum amount of product (1.0 means a 100% yield; for example, 0.34 means a 34% yield). From a dataset of Reaction yield outcomes from USPTO patents with 853,638 reactions. (1) The reactants are [Cl:1][C:2]1[CH:3]=[C:4]([C:8]2[C:13]([O:14][CH3:15])=[CH:12][CH:11]=[C:10]([CH2:16][C:17]3[CH:22]=[CH:21][C:20]([NH2:23])=[CH:19][CH:18]=3)[C:9]=2[F:24])[CH:5]=[CH:6][CH:7]=1.Br[C:26]1[S:27][CH:28]=[CH:29][N:30]=1.Cl.C(=O)([O-])[O-].[K+].[K+]. The catalyst is O.C(O)C. The product is [Cl:1][C:2]1[CH:3]=[C:4]([C:8]2[C:13]([O:14][CH3:15])=[CH:12][CH:11]=[C:10]([CH2:16][C:17]3[CH:18]=[CH:19][C:20]([NH:23][C:26]4[S:27][CH:28]=[CH:29][N:30]=4)=[CH:21][CH:22]=3)[C:9]=2[F:24])[CH:5]=[CH:6][CH:7]=1. The yield is 0.450. (2) The reactants are C[O:2][C:3]([C:5]1[CH:6]=[C:7]([C:15]2[CH:16]=[CH:17][C:18]([N:21]3[CH2:27][CH2:26][CH2:25][N:24]([C:28]4[CH:33]=[CH:32][C:31]([C:34]5[CH:39]=[C:38]([C:40](OC)=[O:41])[CH:37]=[C:36]([C:44](OC)=[O:45])[CH:35]=5)=[CH:30][N:29]=4)[CH2:23][CH2:22]3)=[N:19][CH:20]=2)[CH:8]=[C:9]([C:11](OC)=[O:12])[CH:10]=1)=O.[H-].C([Al+]CC(C)C)C(C)C.C1(C)C=CC=CC=1.CO.Cl.[OH-].[Na+]. The catalyst is O1CCCC1.[Cl-].[Na+].O. The product is [OH:41][CH2:40][C:38]1[CH:39]=[C:34]([C:31]2[CH:32]=[CH:33][C:28]([N:24]3[CH2:25][CH2:26][CH2:27][N:21]([C:18]4[CH:17]=[CH:16][C:15]([C:7]5[CH:6]=[C:5]([CH2:3][OH:2])[CH:10]=[C:9]([CH2:11][OH:12])[CH:8]=5)=[CH:20][N:19]=4)[CH2:22][CH2:23]3)=[N:29][CH:30]=2)[CH:35]=[C:36]([CH2:44][OH:45])[CH:37]=1. The yield is 0.530. (3) The reactants are [NH2:1][C@:2]12[CH2:45][CH2:44][C@@H:43]([C:46]([CH3:48])=[CH2:47])[C@@H:3]1[C@@H:4]1[C@@:17]([CH3:20])([CH2:18][CH2:19]2)[C@@:16]2([CH3:21])[C@@H:7]([C@:8]3([CH3:42])[C@@H:13]([CH2:14][CH2:15]2)[C:12]([CH3:23])([CH3:22])[C:11]([C:24]2[CH2:29][CH2:28][C@@:27]([CH2:40][F:41])([C:30]([O:32][CH2:33][C:34]4[CH:39]=[CH:38][CH:37]=[CH:36][CH:35]=4)=[O:31])[CH2:26][CH:25]=2)=[CH:10][CH2:9]3)[CH2:6][CH2:5]1.[OH:49][C:50]1([CH2:58][CH:59]=O)[CH2:55][CH2:54][S:53](=[O:57])(=[O:56])[CH2:52][CH2:51]1.C(O[BH-](OC(=O)C)OC(=O)C)(=O)C.[Na+].C(=O)(O)[O-].[Na+]. The catalyst is ClCCCl.CC(C)[O-].[Ti+4].CC(C)[O-].CC(C)[O-].CC(C)[O-]. The product is [F:41][CH2:40][C@@:27]1([C:30]([O:32][CH2:33][C:34]2[CH:35]=[CH:36][CH:37]=[CH:38][CH:39]=2)=[O:31])[CH2:28][CH2:29][C:24]([C:11]2[C:12]([CH3:22])([CH3:23])[C@H:13]3[C@:8]([CH3:42])([CH2:9][CH:10]=2)[C@@H:7]2[C@:16]([CH3:21])([C@@:17]4([CH3:20])[C@H:4]([CH2:5][CH2:6]2)[C@H:3]2[C@H:43]([C:46]([CH3:48])=[CH2:47])[CH2:44][CH2:45][C@:2]2([NH:1][CH2:59][CH2:58][C:50]2([OH:49])[CH2:55][CH2:54][S:53](=[O:57])(=[O:56])[CH2:52][CH2:51]2)[CH2:19][CH2:18]4)[CH2:15][CH2:14]3)=[CH:25][CH2:26]1. The yield is 0.740. (4) The reactants are [F:1][C:2]([F:28])([F:27])[CH:3]([C:18]1[CH:23]=[C:22]([Cl:24])[C:21]([Cl:25])=[C:20]([Cl:26])[CH:19]=1)/[CH:4]=[CH:5]/[C:6]1[CH:11]=[CH:10][C:9]([CH2:12][NH2:13])=[C:8]([C:14]([F:17])([F:16])[F:15])[CH:7]=1.[N:29]1[CH:34]=[CH:33][CH:32]=[CH:31][C:30]=1[CH:35]=O.[BH4-].[Na+]. The product is [N:29]1[CH:34]=[CH:33][CH:32]=[CH:31][C:30]=1[CH2:35][NH:13][CH2:12][C:9]1[CH:10]=[CH:11][C:6](/[CH:5]=[CH:4]/[CH:3]([C:18]2[CH:19]=[C:20]([Cl:26])[C:21]([Cl:25])=[C:22]([Cl:24])[CH:23]=2)[C:2]([F:1])([F:27])[F:28])=[CH:7][C:8]=1[C:14]([F:16])([F:17])[F:15]. The yield is 0.400. The catalyst is CO. (5) The reactants are [O:1]=[C:2]([C:6]1[CH:11]=[C:10]([O:12][CH3:13])[C:9]([O:14][CH3:15])=[C:8]([O:16][CH3:17])[CH:7]=1)[C:3]([OH:5])=O.CN(C(ON1N=NC2C=CC=NC1=2)=[N+](C)C)C.F[P-](F)(F)(F)(F)F.CCN(C(C)C)C(C)C.[NH2:51][C:52]12[C:70](=[O:71])[C:69]3[C:64](=[CH:65][CH:66]=[CH:67][CH:68]=3)[C:53]1([OH:72])[O:54][C:55]1[CH:60]=[C:59]([CH:61]([CH3:63])[CH3:62])[CH:58]=[CH:57][C:56]=12. The catalyst is C(Cl)Cl.O. The product is [OH:72][C:53]12[C:64]3[C:69](=[CH:68][CH:67]=[CH:66][CH:65]=3)[C:70](=[O:71])[C:52]1([NH:51][C:3](=[O:5])[C:2](=[O:1])[C:6]1[CH:11]=[C:10]([O:12][CH3:13])[C:9]([O:14][CH3:15])=[C:8]([O:16][CH3:17])[CH:7]=1)[C:56]1[CH:57]=[CH:58][C:59]([CH:61]([CH3:63])[CH3:62])=[CH:60][C:55]=1[O:54]2. The yield is 0.930. (6) The reactants are [N:1]1[C:10]2[C:5](=[CH:6][CH:7]=[CH:8][CH:9]=2)[N:4]=[CH:3][C:2]=1[C:11](Cl)=[O:12].[C:14]12([OH:24])[CH2:23][CH:18]3[CH2:19][CH:20]([CH2:22][CH:16]([CH2:17]3)[CH2:15]1)[CH2:21]2.N1C=CC=CC=1. The catalyst is O. The product is [N:1]1[C:10]2[C:5](=[CH:6][CH:7]=[CH:8][CH:9]=2)[N:4]=[CH:3][C:2]=1[C:11]([O:24][C:14]12[CH2:21][CH:20]3[CH2:19][CH:18]([CH2:17][CH:16]([CH2:22]3)[CH2:15]1)[CH2:23]2)=[O:12]. The yield is 0.160. (7) The reactants are [CH3:1][O:2][C:3](=[O:11])[C:4]([C:9]#[N:10])=[CH:5][CH:6]([CH3:8])[CH3:7].[N+]([CH3:15])([O-])=O. The catalyst is C(#N)C. The product is [CH3:1][O:2][C:3]([C:4]1([C:9]#[N:10])[CH2:15][CH:5]1[CH:6]([CH3:8])[CH3:7])=[O:11]. The yield is 0.680.